This data is from Full USPTO retrosynthesis dataset with 1.9M reactions from patents (1976-2016). The task is: Predict the reactants needed to synthesize the given product. (1) Given the product [N:5]1([C:8]2[CH:9]=[CH:10][C:11]([NH:14][C:15]3[C:16]4[N:17]([N:29]=[CH:30][N:31]=4)[C:18]([C:21]4[CH:22]=[C:23]([C:26]([NH2:28])=[O:27])[S:24][CH:25]=4)=[CH:19][N:20]=3)=[CH:12][CH:13]=2)[CH2:6][CH2:7][O:52][CH2:3][CH2:4]1, predict the reactants needed to synthesize it. The reactants are: CN1[CH2:7][CH2:6][N:5]([C:8]2[CH:13]=[CH:12][C:11]([NH:14][C:15]3[C:16]4[N:17]([N:29]=[CH:30][N:31]=4)[C:18]([C:21]4[CH:22]=[C:23]([C:26]([NH2:28])=[O:27])[S:24][CH:25]=4)=[CH:19][N:20]=3)=[CH:10][CH:9]=2)[CH2:4][CH2:3]1.BrC1N2N=CN=C2C(NC2C=CC(N3CC[O:52]CC3)=CC=2)=NC=1.CC1(C)C(C)(C)OB(C2C=C(C(N)=O)SC=2)O1.C([O-])([O-])=O.[Na+].[Na+]. (2) Given the product [N+:8]([C:5]1[CH:6]=[CH:7][C:2]([NH:11][C:12]2[C:17]([OH:18])=[CH:16][CH:15]=[CH:14][N:13]=2)=[CH:3][CH:4]=1)([O-:10])=[O:9], predict the reactants needed to synthesize it. The reactants are: F[C:2]1[CH:7]=[CH:6][C:5]([N+:8]([O-:10])=[O:9])=[CH:4][CH:3]=1.[NH2:11][C:12]1[C:17]([OH:18])=[CH:16][CH:15]=[CH:14][N:13]=1.C([O-])([O-])=O.[K+].[K+].CC(C)([O-])C.[K+]. (3) The reactants are: Br[C:2]1[S:6][C:5]([C:7]2[CH:15]=[CH:14][C:10]([C:11]([OH:13])=[O:12])=[CH:9][CH:8]=2)=[CH:4][CH:3]=1.[F:16][C:17]1[CH:22]=[C:21]([O:23][CH3:24])[CH:20]=[CH:19][C:18]=1B(O)O. Given the product [F:16][C:17]1[CH:22]=[C:21]([O:23][CH3:24])[CH:20]=[CH:19][C:18]=1[C:2]1[S:6][C:5]([C:7]2[CH:15]=[CH:14][C:10]([C:11]([OH:13])=[O:12])=[CH:9][CH:8]=2)=[CH:4][CH:3]=1, predict the reactants needed to synthesize it. (4) Given the product [Br:34][CH2:20][C:19]1[N:18]([CH2:22][CH2:23][NH:24][C:25](=[O:31])[O:26][C:27]([CH3:30])([CH3:29])[CH3:28])[N:17]=[C:16]([CH3:32])[C:15]=1[S:14][C:11]1[CH:12]=[CH:13][C:8]([F:7])=[CH:9][CH:10]=1, predict the reactants needed to synthesize it. The reactants are: N1C=CC=CC=1.[F:7][C:8]1[CH:13]=[CH:12][C:11]([S:14][C:15]2[C:16]([CH3:32])=[N:17][N:18]([CH2:22][CH2:23][NH:24][C:25](=[O:31])[O:26][C:27]([CH3:30])([CH3:29])[CH3:28])[C:19]=2[CH2:20]O)=[CH:10][CH:9]=1.P(Br)(Br)[Br:34].O. (5) Given the product [CH2:1]([N:8]1[CH2:12][C@@H:11]2[C:13](=[CH2:17])[CH2:14][CH2:15][C@@H:10]2[CH2:9]1)[C:2]1[CH:7]=[CH:6][CH:5]=[CH:4][CH:3]=1, predict the reactants needed to synthesize it. The reactants are: [CH2:1]([N:8]1[CH2:12][C@@H:11]2[C:13](=O)[CH2:14][CH2:15][C@@H:10]2[CH2:9]1)[C:2]1[CH:7]=[CH:6][CH:5]=[CH:4][CH:3]=1.[CH3:17]C(C)([O-])C.[K+]. (6) Given the product [F:24][C:23]1[CH:22]=[CH:21][CH:20]=[C:19]([O:14][C:7]2[C:8]([CH3:13])=[N:9][C:10]3[C:5]([CH:6]=2)=[CH:4][CH:3]=[C:2]([F:1])[C:11]=3[F:12])[C:18]=1[C:16](=[O:17])[CH3:15], predict the reactants needed to synthesize it. The reactants are: [F:1][C:2]1[C:11]([F:12])=[C:10]2[C:5]([CH:6]=[C:7]([OH:14])[C:8]([CH3:13])=[N:9]2)=[CH:4][CH:3]=1.[CH3:15][C:16]([C:18]1[C:23]([F:24])=[CH:22][CH:21]=[CH:20][C:19]=1F)=[O:17].C(=O)([O-])[O-].[K+].[K+].Cl. (7) Given the product [CH3:1][C:2]1([CH3:21])[CH2:20][N:6]2[C:7]3[CH:8]=[CH:9][C:10]([NH:19][S:35]([C:29]4[CH:34]=[CH:33][CH:32]=[CH:31][CH:30]=4)(=[O:37])=[O:36])=[CH:11][C:12]=3[C:13]3([O:18][CH2:17][CH2:16][CH2:15][O:14]3)[C:5]2=[N:4][CH2:3]1, predict the reactants needed to synthesize it. The reactants are: [CH3:1][C:2]1([CH3:21])[CH2:20][N:6]2[C:7]3[CH:8]=[CH:9][C:10]([NH2:19])=[CH:11][C:12]=3[C:13]3([O:18][CH2:17][CH2:16][CH2:15][O:14]3)[C:5]2=[N:4][CH2:3]1.CCN(CC)CC.[C:29]1([S:35](Cl)(=[O:37])=[O:36])[CH:34]=[CH:33][CH:32]=[CH:31][CH:30]=1. (8) The reactants are: [C:1]1([CH2:17][NH:18][CH2:19][C:20]2[CH:25]=[CH:24][C:23]([F:26])=[CH:22][CH:21]=2)[CH:6]=[CH:5][CH:4]=[CH:3][C:2]=1[CH2:7][NH:8][CH2:9][C:10]1[CH:15]=[CH:14][C:13]([F:16])=[CH:12][CH:11]=1.C(N(CC)CC)C.[Cl:34][C:35]1[CH:36]=[C:37]([S:42](Cl)(=[O:44])=[O:43])[CH:38]=[C:39]([Cl:41])[CH:40]=1. Given the product [Cl:41][C:39]1[CH:38]=[C:37]([S:42]([N:8]([CH2:9][C:10]2[CH:15]=[CH:14][C:13]([F:16])=[CH:12][CH:11]=2)[CH2:7][C:2]2[CH:3]=[CH:4][CH:5]=[CH:6][C:1]=2[CH2:17][NH:18][CH2:19][C:20]2[CH:25]=[CH:24][C:23]([F:26])=[CH:22][CH:21]=2)(=[O:43])=[O:44])[CH:36]=[C:35]([Cl:34])[CH:40]=1, predict the reactants needed to synthesize it. (9) Given the product [C@@H:40]1([NH:39][C:38]2[C:33]3[NH:32][CH:31]=[C:30]([C@H:22]4[C@@H:23]5[O:27][C:26]([CH3:28])([CH3:29])[O:25][C@@H:24]5[C@@H:20]([CH2:19][OH:18])[O:21]4)[C:34]=3[N:35]=[CH:36][N:37]=2)[C:48]2[C:43](=[CH:44][CH:45]=[CH:46][CH:47]=2)[CH2:42][CH2:41]1, predict the reactants needed to synthesize it. The reactants are: [Si]([O:18][CH2:19][C@@H:20]1[C@H:24]2[O:25][C:26]([CH3:29])([CH3:28])[O:27][C@H:23]2[CH:22]([C:30]2[C:34]3[N:35]=[CH:36][N:37]=[C:38]([NH:39][C@@H:40]4[C:48]5[C:43](=[CH:44][CH:45]=[CH:46][CH:47]=5)[CH2:42][CH2:41]4)[C:33]=3[NH:32][CH:31]=2)[O:21]1)(C(C)(C)C)(C1C=CC=CC=1)C1C=CC=CC=1.[F-].C([N+](CCCC)(CCCC)CCCC)CCC.